Dataset: Full USPTO retrosynthesis dataset with 1.9M reactions from patents (1976-2016). Task: Predict the reactants needed to synthesize the given product. Given the product [CH2:1]([OH:23])[C@H:2]1[O:7][C@H:6]([O:8][C@H:9]2[C@H:14]([OH:15])[C@@H:13]([OH:16])[C@H:12]([OH:17])[O:11][C@@H:10]2[CH2:18][OH:19])[C@H:5]([OH:20])[C@@H:4]([OH:21])[C@@H:3]1[OH:22].[NH2:25][C@H:26]([C:34]([OH:36])=[O:35])[CH2:27][CH2:28][CH2:29][NH:30][C:31](=[NH:32])[NH2:33].[NH2:37][C@H:38]([C:46]([OH:48])=[O:47])[CH2:39][C:40]1[CH:45]=[CH:44][CH:43]=[CH:42][CH:41]=1, predict the reactants needed to synthesize it. The reactants are: [CH2:1]([OH:23])[C@H:2]1[O:7][C@H:6]([O:8][C@H:9]2[C@H:14]([OH:15])[C@@H:13]([OH:16])[C@H:12]([OH:17])[O:11][C@@H:10]2[CH2:18][OH:19])[C@H:5]([OH:20])[C@@H:4]([OH:21])[C@@H:3]1[OH:22].O.[NH2:25][C@H:26]([C:34]([OH:36])=[O:35])[CH2:27][CH2:28][CH2:29][NH:30][C:31](=[NH:33])[NH2:32].[NH2:37][C@H:38]([C:46]([OH:48])=[O:47])[CH2:39][C:40]1[CH:45]=[CH:44][CH:43]=[CH:42][CH:41]=1.C(O)[C@H]1O[C@H](O[C@H]2[C@H](O)[C@@H](O)[C@H](O)O[C@@H]2CO)[C@H](O)[C@@H](O)[C@@H]1O.